The task is: Predict the product of the given reaction.. This data is from Forward reaction prediction with 1.9M reactions from USPTO patents (1976-2016). (1) Given the reactants [CH3:1][C:2]1[CH:7]=[C:6]([N+:8]([O-])=O)[CH:5]=[CH:4][C:3]=1[N:11]1[CH2:16][CH2:15][O:14][CH2:13][CH2:12]1.[Cl-].[NH4+], predict the reaction product. The product is: [CH3:1][C:2]1[CH:7]=[C:6]([CH:5]=[CH:4][C:3]=1[N:11]1[CH2:16][CH2:15][O:14][CH2:13][CH2:12]1)[NH2:8]. (2) Given the reactants [F-].[Cs+].CC1C=CC(S([O:13][CH2:14][C@@H:15]2[O:17][CH2:16]2)(=O)=O)=CC=1.[Cl:18][C:19]1[C:24]([NH:25][C:26]2[C:35]3[C:30](=[CH:31][C:32](F)=[CH:33][C:34]=3OC3CCOCC3)[N:29]=[CH:28][N:27]=2)=[C:23]2[O:44][CH2:45][O:46][C:22]2=[CH:21][CH:20]=1.CN([CH:50]=[O:51])C, predict the reaction product. The product is: [Cl:18][C:19]1[C:24]([NH:25][C:26]2[C:35]3[C:30](=[CH:31][C:32]([O:13][CH2:14][C@@H:15]4[O:17][CH2:16]4)=[CH:33][CH:34]=3)[N:29]=[C:28]([O:44][CH:23]3[CH2:24][CH2:50][O:51][CH2:21][CH2:22]3)[N:27]=2)=[C:23]2[O:44][CH2:45][O:46][C:22]2=[CH:21][CH:20]=1. (3) Given the reactants [N:1]1([C:10]2[S:14][C:13]([C:15]([O:17]C)=O)=[C:12]([O:19][CH2:20][C:21]3[CH:26]=[CH:25][C:24]([CH3:27])=[CH:23][CH:22]=3)[CH:11]=2)[C:5]2[CH:6]=[CH:7][CH:8]=[CH:9][C:4]=2[N:3]=[CH:2]1.[NH3:28], predict the reaction product. The product is: [N:1]1([C:10]2[S:14][C:13]([C:15]([NH2:28])=[O:17])=[C:12]([O:19][CH2:20][C:21]3[CH:22]=[CH:23][C:24]([CH3:27])=[CH:25][CH:26]=3)[CH:11]=2)[C:5]2[CH:6]=[CH:7][CH:8]=[CH:9][C:4]=2[N:3]=[CH:2]1.